Dataset: Forward reaction prediction with 1.9M reactions from USPTO patents (1976-2016). Task: Predict the product of the given reaction. Given the reactants [OH:1][C:2]1[CH:7]=[CH:6][C:5]([CH:8]2[CH2:13][CH2:12][N:11]([C:14]([O:16][C:17]([CH3:20])([CH3:19])[CH3:18])=[O:15])[CH2:10][CH:9]2[O:21][CH2:22][C:23]2[CH:32]=[C:31]3[C:26]([CH2:27][CH2:28][C:29](=[O:38])[N:30]3[CH2:33][CH2:34][CH2:35][O:36][CH3:37])=[CH:25][CH:24]=2)=[CH:4][CH:3]=1.Br[CH2:40][CH2:41][CH2:42][CH2:43][O:44][C:45]1[CH:50]=[CH:49][CH:48]=[C:47]([Cl:51])[CH:46]=1, predict the reaction product. The product is: [Cl:51][C:47]1[CH:46]=[C:45]([CH:50]=[CH:49][CH:48]=1)[O:44][CH2:43][CH2:42][CH2:41][CH2:40][O:1][C:2]1[CH:7]=[CH:6][C:5]([CH:8]2[CH2:13][CH2:12][N:11]([C:14]([O:16][C:17]([CH3:19])([CH3:20])[CH3:18])=[O:15])[CH2:10][CH:9]2[O:21][CH2:22][C:23]2[CH:32]=[C:31]3[C:26]([CH2:27][CH2:28][C:29](=[O:38])[N:30]3[CH2:33][CH2:34][CH2:35][O:36][CH3:37])=[CH:25][CH:24]=2)=[CH:4][CH:3]=1.